This data is from Forward reaction prediction with 1.9M reactions from USPTO patents (1976-2016). The task is: Predict the product of the given reaction. Given the reactants [C:1]([SiH2:5][O:6][C:7]([CH3:21])([CH3:20])[C:8]1[CH:9]=[C:10]([CH2:15][CH2:16][NH:17][CH2:18][CH3:19])[CH:11]=[CH:12][C:13]=1[Cl:14])([CH3:4])([CH3:3])[CH3:2].CCN(C(C)C)C(C)C.[CH3:31][C:32]([O:35][C:36](O[C:36]([O:35][C:32]([CH3:34])([CH3:33])[CH3:31])=[O:37])=[O:37])([CH3:34])[CH3:33], predict the reaction product. The product is: [C:32]([O:35][C:36](=[O:37])[N:17]([CH2:16][CH2:15][C:10]1[CH:11]=[CH:12][C:13]([Cl:14])=[C:8]([C:7]([CH3:20])([CH3:21])[O:6][SiH2:5][C:1]([CH3:4])([CH3:3])[CH3:2])[CH:9]=1)[CH2:18][CH3:19])([CH3:34])([CH3:33])[CH3:31].